From a dataset of Peptide-MHC class I binding affinity with 185,985 pairs from IEDB/IMGT. Regression. Given a peptide amino acid sequence and an MHC pseudo amino acid sequence, predict their binding affinity value. This is MHC class I binding data. (1) The peptide sequence is HSDTHGLYW. The MHC is HLA-B15:17 with pseudo-sequence HLA-B15:17. The binding affinity (normalized) is 0.714. (2) The peptide sequence is TDCFRKHPEA. The MHC is Patr-B2401 with pseudo-sequence Patr-B2401. The binding affinity (normalized) is 0. (3) The MHC is HLA-A31:01 with pseudo-sequence HLA-A31:01. The peptide sequence is IQKNPDGSW. The binding affinity (normalized) is 0.0847. (4) The MHC is H-2-Db with pseudo-sequence H-2-Db. The binding affinity (normalized) is 0.442. The peptide sequence is YSIVLHIQL. (5) The peptide sequence is FMRDEVSFSV. The MHC is HLA-A02:02 with pseudo-sequence HLA-A02:02. The binding affinity (normalized) is 0.927. (6) The peptide sequence is NRDVSFQDL. The MHC is HLA-B48:01 with pseudo-sequence HLA-B48:01. The binding affinity (normalized) is 0.0847. (7) The peptide sequence is EFIFSALDEK. The MHC is HLA-A11:01 with pseudo-sequence HLA-A11:01. The binding affinity (normalized) is 0.968.